This data is from Forward reaction prediction with 1.9M reactions from USPTO patents (1976-2016). The task is: Predict the product of the given reaction. Given the reactants [NH2:1][C:2]1[C:11]([Br:12])=[CH:10][C:9]([C:13]([NH:15][CH2:16][CH:17]2[CH2:22][CH2:21][N:20](C(OC(C)(C)C)=O)[CH2:19][CH2:18]2)=[O:14])=[C:8]2[C:3]=1[CH2:4][CH2:5][CH2:6][O:7]2.C(Cl)Cl.[OH-].[Na+], predict the reaction product. The product is: [NH2:1][C:2]1[C:11]([Br:12])=[CH:10][C:9]([C:13]([NH:15][CH2:16][CH:17]2[CH2:22][CH2:21][NH:20][CH2:19][CH2:18]2)=[O:14])=[C:8]2[C:3]=1[CH2:4][CH2:5][CH2:6][O:7]2.